From a dataset of NCI-60 drug combinations with 297,098 pairs across 59 cell lines. Regression. Given two drug SMILES strings and cell line genomic features, predict the synergy score measuring deviation from expected non-interaction effect. (1) Drug 1: CC1=C2C(C(=O)C3(C(CC4C(C3C(C(C2(C)C)(CC1OC(=O)C(C(C5=CC=CC=C5)NC(=O)OC(C)(C)C)O)O)OC(=O)C6=CC=CC=C6)(CO4)OC(=O)C)OC)C)OC. Drug 2: C1=CC=C(C(=C1)C(C2=CC=C(C=C2)Cl)C(Cl)Cl)Cl. Cell line: HCT116. Synergy scores: CSS=56.8, Synergy_ZIP=-1.88, Synergy_Bliss=-3.62, Synergy_Loewe=-38.3, Synergy_HSA=-2.23. (2) Drug 1: CCC1=CC2CC(C3=C(CN(C2)C1)C4=CC=CC=C4N3)(C5=C(C=C6C(=C5)C78CCN9C7C(C=CC9)(C(C(C8N6C)(C(=O)OC)O)OC(=O)C)CC)OC)C(=O)OC.C(C(C(=O)O)O)(C(=O)O)O. Drug 2: CCC(=C(C1=CC=CC=C1)C2=CC=C(C=C2)OCCN(C)C)C3=CC=CC=C3.C(C(=O)O)C(CC(=O)O)(C(=O)O)O. Cell line: OVCAR-5. Synergy scores: CSS=53.2, Synergy_ZIP=2.28, Synergy_Bliss=6.13, Synergy_Loewe=-22.6, Synergy_HSA=6.71. (3) Synergy scores: CSS=19.0, Synergy_ZIP=-0.601, Synergy_Bliss=3.12, Synergy_Loewe=3.72, Synergy_HSA=3.74. Drug 1: CC12CCC(CC1=CCC3C2CCC4(C3CC=C4C5=CN=CC=C5)C)O. Cell line: SNB-19. Drug 2: CC(CN1CC(=O)NC(=O)C1)N2CC(=O)NC(=O)C2. (4) Drug 1: CS(=O)(=O)C1=CC(=C(C=C1)C(=O)NC2=CC(=C(C=C2)Cl)C3=CC=CC=N3)Cl. Drug 2: C#CCC(CC1=CN=C2C(=N1)C(=NC(=N2)N)N)C3=CC=C(C=C3)C(=O)NC(CCC(=O)O)C(=O)O. Cell line: CAKI-1. Synergy scores: CSS=32.2, Synergy_ZIP=17.6, Synergy_Bliss=20.3, Synergy_Loewe=19.4, Synergy_HSA=20.3. (5) Drug 1: CCC1(CC2CC(C3=C(CCN(C2)C1)C4=CC=CC=C4N3)(C5=C(C=C6C(=C5)C78CCN9C7C(C=CC9)(C(C(C8N6C)(C(=O)OC)O)OC(=O)C)CC)OC)C(=O)OC)O.OS(=O)(=O)O. Drug 2: C1C(C(OC1N2C=NC(=NC2=O)N)CO)O. Cell line: TK-10. Synergy scores: CSS=4.80, Synergy_ZIP=-0.213, Synergy_Bliss=1.89, Synergy_Loewe=-1.26, Synergy_HSA=-0.316.